This data is from Full USPTO retrosynthesis dataset with 1.9M reactions from patents (1976-2016). The task is: Predict the reactants needed to synthesize the given product. (1) Given the product [CH:1]([N:16]1[CH2:15][CH2:14][CH2:13][N:12]2[N:8]=[CH:9][C:10]([CH2:17][CH2:18][C:19]([OH:21])=[O:20])=[C:11]12)=[O:3], predict the reactants needed to synthesize it. The reactants are: [C:1](OC(=O)C)(=[O:3])C.[N:8]1[N:12]2[CH2:13][CH2:14][CH2:15][NH:16][C:11]2=[C:10]([CH2:17][CH2:18][C:19]([OH:21])=[O:20])[CH:9]=1. (2) Given the product [CH3:1][C:2]1[CH:7]=[C:6]([CH3:8])[CH:5]=[C:4]([CH3:9])[C:3]=1[NH:10][C:11]([NH:13][C:14]1[C:15]([C:24]([NH:26][C:27]2([C:35]([OH:37])=[O:36])[CH2:28][CH2:29][S:30](=[O:34])(=[O:33])[CH2:31][CH2:32]2)=[O:25])=[CH:16][C:17]2[C:22]([CH:23]=1)=[CH:21][CH:20]=[CH:19][CH:18]=2)=[O:12], predict the reactants needed to synthesize it. The reactants are: [CH3:1][C:2]1[CH:7]=[C:6]([CH3:8])[CH:5]=[C:4]([CH3:9])[C:3]=1[NH:10][C:11]([NH:13][C:14]1[C:15]([C:24]([NH:26][C:27]2([C:35]([O:37]C)=[O:36])[CH2:32][CH2:31][S:30](=[O:34])(=[O:33])[CH2:29][CH2:28]2)=[O:25])=[CH:16][C:17]2[C:22]([CH:23]=1)=[CH:21][CH:20]=[CH:19][CH:18]=2)=[O:12].Cl. (3) Given the product [C:42]([O:41][C:39]([N:37]1[CH2:38][C@@H:34]([C:32]#[N:33])[CH2:35][C@H:36]1[C:46]1[NH:50][C:49]([C:91]2[CH:90]=[CH:89][C:88]([C:79]3[CH:78]=[CH:83][C:82]([C:8]4[NH:12][C:11]([C@@H:13]5[CH2:25][N:23]6[C:24]7[CH:16]([C@@H:17]([NH:26][C:27]([O:28][CH3:29])=[O:30])[CH2:18][CH2:19][C:20]=7[CH:21]=[CH:22]6)[C:15](=[O:31])[CH2:14]5)=[N:10][CH:9]=4)=[CH:81][CH:80]=3)=[CH:93][CH:92]=2)=[CH:48][N:47]=1)=[O:40])([CH3:45])([CH3:43])[CH3:44], predict the reactants needed to synthesize it. The reactants are: BrC1C=CC([C:8]2[NH:12][C:11]([C@@H:13]3[CH2:25][N:23]4[C:24]5[CH:16]([C@@H:17]([NH:26][C:27](=[O:30])[O:28][CH3:29])[CH2:18][CH2:19][C:20]=5[CH:21]=[CH:22]4)[C:15](=[O:31])[CH2:14]3)=[N:10][CH:9]=2)=CC=1.[C:32]([C@@H:34]1[CH2:38][N:37]([C:39]([O:41][C:42]([CH3:45])([CH3:44])[CH3:43])=[O:40])[C@H:36]([C:46]2[NH:47][C:48](C3C=CC(B4OC(C)(C)C(C)(C)O4)=CC=3)=[CH:49][N:50]=2)[CH2:35]1)#[N:33].[O-]P([O-])([O-])=O.[K+].[K+].[K+].CC(O[C:78]1[CH:83]=[CH:82][CH:81]=[C:80](OC(C)C)[C:79]=1[C:88]1[C:93](P(C2CCCCC2)C2CCCCC2)=[CH:92][CH:91]=[CH:90][CH:89]=1)C. (4) The reactants are: [CH2:1]([O:3][C:4]([C:6]1[N:11]=[CH:10][C:9]2[N:12]=[C:13]([C:15]3[CH:16]=[N:17][N:18]([CH2:20][C:21]4[CH:26]=[CH:25][CH:24]=[CH:23][CH:22]=4)[CH:19]=3)[S:14][C:8]=2[C:7]=1[OH:27])=[O:5])[CH3:2].[Br:28]N1C(=O)CCC1=O.C(OOC(=O)C1C=CC=CC=1)(=O)C1C=CC=CC=1. Given the product [CH2:1]([O:3][C:4]([C:6]1[N:11]=[C:10]([Br:28])[C:9]2[N:12]=[C:13]([C:15]3[CH:16]=[N:17][N:18]([CH2:20][C:21]4[CH:22]=[CH:23][CH:24]=[CH:25][CH:26]=4)[CH:19]=3)[S:14][C:8]=2[C:7]=1[OH:27])=[O:5])[CH3:2], predict the reactants needed to synthesize it. (5) Given the product [F:1][C:2]1[CH:3]=[C:4]([CH:14]([NH:16][C:17]([C:19]2[N:20]=[C:21]([O:36][C:27]3[CH:28]=[CH:29][CH:30]=[C:31]([C:32]([F:33])([F:34])[F:35])[C:26]=3[Cl:25])[O:22][CH:23]=2)=[O:18])[CH3:15])[CH:5]=[C:6]([F:13])[C:7]=1[NH:8][S:9]([CH3:12])(=[O:11])=[O:10], predict the reactants needed to synthesize it. The reactants are: [F:1][C:2]1[CH:3]=[C:4]([CH:14]([NH:16][C:17]([C:19]2[N:20]=[C:21](Cl)[O:22][CH:23]=2)=[O:18])[CH3:15])[CH:5]=[C:6]([F:13])[C:7]=1[NH:8][S:9]([CH3:12])(=[O:11])=[O:10].[Cl:25][C:26]1[C:31]([C:32]([F:35])([F:34])[F:33])=[CH:30][CH:29]=[CH:28][C:27]=1[OH:36].